This data is from CYP3A4 inhibition data for predicting drug metabolism from PubChem BioAssay. The task is: Regression/Classification. Given a drug SMILES string, predict its absorption, distribution, metabolism, or excretion properties. Task type varies by dataset: regression for continuous measurements (e.g., permeability, clearance, half-life) or binary classification for categorical outcomes (e.g., BBB penetration, CYP inhibition). Dataset: cyp3a4_veith. (1) The molecule is Cn1cccc1C(=O)N1CCC2(CC1)CN(C(=O)Nc1ccccc1)C2. The result is 0 (non-inhibitor). (2) The drug is Brc1ccc(-c2csc(N3CCc4ccccc4C3)n2)cc1. The result is 0 (non-inhibitor). (3) The molecule is CCCCCCC/C=C\CCCCCCCCC(=O)O. The result is 0 (non-inhibitor). (4) The molecule is O=C(O)C1CCN(c2c([N+](=O)[O-])cc(C(F)(F)F)cc2[N+](=O)[O-])CC1. The result is 0 (non-inhibitor). (5) The molecule is O=S(=O)(N/N=C\c1cn(-c2ccccc2)nc1-c1ccccc1)c1ccccc1. The result is 1 (inhibitor).